From a dataset of Forward reaction prediction with 1.9M reactions from USPTO patents (1976-2016). Predict the product of the given reaction. (1) Given the reactants [NH2:1][C@H:2]([C:6]1[CH:11]=[CH:10][C:9]([Br:12])=[CH:8][CH:7]=1)[CH2:3][CH2:4][OH:5].[C:13]([O:17][C:18]([NH:20][C:21]1([C:36](O)=[O:37])[CH2:26][CH2:25][N:24]([C:27]2[C:28]3[CH:35]=[CH:34][NH:33][C:29]=3[N:30]=[CH:31][N:32]=2)[CH2:23][CH2:22]1)=[O:19])([CH3:16])([CH3:15])[CH3:14].CCN(C(C)C)C(C)C.F[P-](F)(F)(F)(F)F.N1(OC(N(C)C)=[N+](C)C)C2N=CC=CC=2N=N1, predict the reaction product. The product is: [Br:12][C:9]1[CH:8]=[CH:7][C:6]([C@@H:2]([NH:1][C:36]([C:21]2([NH:20][C:18](=[O:19])[O:17][C:13]([CH3:15])([CH3:14])[CH3:16])[CH2:22][CH2:23][N:24]([C:27]3[C:28]4[CH:35]=[CH:34][NH:33][C:29]=4[N:30]=[CH:31][N:32]=3)[CH2:25][CH2:26]2)=[O:37])[CH2:3][CH2:4][OH:5])=[CH:11][CH:10]=1. (2) Given the reactants [Cl:1][C:2]1[CH:7]=[CH:6][CH:5]=[C:4]([C:8]([F:11])([F:10])[F:9])[C:3]=1[C:12]([N:14]1[C:22]2[C:17](=[CH:18][CH:19]=[C:20]([CH2:23][OH:24])[CH:21]=2)[C:16]([I:25])=[N:15]1)=[O:13].CC(OI1(OC(C)=O)(OC(C)=O)OC(=O)C2C=CC=CC1=2)=O, predict the reaction product. The product is: [Cl:1][C:2]1[CH:7]=[CH:6][CH:5]=[C:4]([C:8]([F:9])([F:11])[F:10])[C:3]=1[C:12]([N:14]1[C:22]2[C:17](=[CH:18][CH:19]=[C:20]([CH:23]=[O:24])[CH:21]=2)[C:16]([I:25])=[N:15]1)=[O:13]. (3) Given the reactants [CH:1]1[C:10]2[C:5](=[C:6]([N:11]3[CH2:16][CH2:15][CH:14]([C:17]([OH:19])=O)[CH2:13][CH2:12]3)[CH:7]=[CH:8][CH:9]=2)[CH:4]=[CH:3][N:2]=1.BrC1C=CC=C2C=1C=CN=C2.[CH:31]1[C:43]2[NH:42][C:41]3[C:36](=[CH:37][CH:38]=[CH:39][CH:40]=3)[C:35]=2[CH:34]=[C:33]([NH2:44])[CH:32]=1, predict the reaction product. The product is: [CH:31]1[C:43]2[NH:42][C:41]3[C:36](=[CH:37][CH:38]=[CH:39][CH:40]=3)[C:35]=2[CH:34]=[C:33]([NH:44][C:17]([CH:14]2[CH2:13][CH2:12][N:11]([C:6]3[CH:7]=[CH:8][CH:9]=[C:10]4[C:5]=3[CH:4]=[CH:3][N:2]=[CH:1]4)[CH2:16][CH2:15]2)=[O:19])[CH:32]=1. (4) Given the reactants [NH2:1][CH:2]([CH2:12][C:13]1[CH:18]=[CH:17][C:16]([C:19]([F:22])([F:21])[F:20])=[CH:15][CH:14]=1)[CH:3]([C:5]1[CH:10]=[CH:9][C:8]([F:11])=[CH:7][CH:6]=1)[OH:4].[OH:23][CH2:24][C:25]1[C:34]2[C:29](=[CH:30][CH:31]=[CH:32][CH:33]=2)[C:28]([C:35](O)=[O:36])=[CH:27][CH:26]=1.Cl.C(N=C=NCCCN(C)C)C.ON1C2C=CC=CC=2N=N1, predict the reaction product. The product is: [F:11][C:8]1[CH:9]=[CH:10][C:5]([CH:3]([OH:4])[CH:2]([NH:1][C:24]([C:25]2[C:34]3[C:29](=[CH:30][CH:31]=[CH:32][CH:33]=3)[C:28]([CH2:35][OH:36])=[CH:27][CH:26]=2)=[O:23])[CH2:12][C:13]2[CH:18]=[CH:17][C:16]([C:19]([F:22])([F:20])[F:21])=[CH:15][CH:14]=2)=[CH:6][CH:7]=1.